Predict the product of the given reaction. From a dataset of Forward reaction prediction with 1.9M reactions from USPTO patents (1976-2016). (1) Given the reactants C([O:5][C:6](=[O:44])[CH2:7][CH2:8][N:9](C(OC(C)(C)C)=O)[CH2:10][C:11]([N:13]1[C:21]2[C:16](=[CH:17][C:18]([O:22][CH2:23][C:24]3[CH:29]=[CH:28][C:27]([CH:30]4[CH2:35][CH2:34][CH2:33][CH2:32][CH2:31]4)=[C:26]([F:36])[CH:25]=3)=[CH:19][CH:20]=2)[CH2:15][CH2:14]1)=[O:12])(C)(C)C, predict the reaction product. The product is: [CH:30]1([C:27]2[CH:28]=[CH:29][C:24]([CH2:23][O:22][C:18]3[CH:17]=[C:16]4[C:21](=[CH:20][CH:19]=3)[N:13]([C:11](=[O:12])[CH2:10][NH:9][CH2:8][CH2:7][C:6]([OH:44])=[O:5])[CH2:14][CH2:15]4)=[CH:25][C:26]=2[F:36])[CH2:31][CH2:32][CH2:33][CH2:34][CH2:35]1. (2) The product is: [Cl:1][C:2]1[CH:9]=[C:8]([Cl:10])[CH:7]=[C:6]([O:11][CH3:12])[C:3]=1[CH:4]=[N:19][OH:20]. Given the reactants [Cl:1][C:2]1[CH:9]=[C:8]([Cl:10])[CH:7]=[C:6]([O:11][CH3:12])[C:3]=1[CH:4]=O.CC([O-])=O.[Na+].Cl.[NH2:19][OH:20], predict the reaction product. (3) Given the reactants [NH:1]1[CH2:5][CH2:4][CH2:3][CH2:2]1.C(=O)([O-])[O-].[K+].[K+].[CH:12](=O)[CH2:13][CH2:14][CH3:15], predict the reaction product. The product is: [CH:12]([N:1]1[CH2:5][CH2:4][CH2:3][CH2:2]1)=[CH:13][CH2:14][CH3:15]. (4) Given the reactants [C:1]([O:4][C@@H:5]1[C@@H:18]([O:19][C:20](=[O:22])[CH3:21])[C@H:17]([O:23][C:24](=[O:26])[CH3:25])[CH2:16][S:15][C@H:6]1[O:7][C:8]1[CH:13]=[CH:12][CH:11]=[C:10](Br)[CH:9]=1)(=[O:3])[CH3:2].[S:27]1[CH:31]=[CH:30][C:29](B(O)O)=[CH:28]1, predict the reaction product. The product is: [C:1]([O:4][C@@H:5]1[C@@H:18]([O:19][C:20](=[O:22])[CH3:21])[C@H:17]([O:23][C:24](=[O:26])[CH3:25])[CH2:16][S:15][C@H:6]1[O:7][C:8]1[CH:13]=[CH:12][CH:11]=[C:10]([C:29]2[CH:30]=[CH:31][S:27][CH:28]=2)[CH:9]=1)(=[O:3])[CH3:2]. (5) Given the reactants [C:1]([C:5]1[CH:9]=[C:8]([NH2:10])[N:7]([C:11]2[C:16]([C:17]3[CH:22]=[CH:21][CH:20]=[CH:19][CH:18]=3)=[C:15]([C:23]3[CH:28]=[CH:27][CH:26]=[CH:25][CH:24]=3)[N:14]=[C:13]([C:29]([F:32])([F:31])[F:30])[N:12]=2)[N:6]=1)([CH3:4])([CH3:3])[CH3:2].[Cl:33][C:34]1[CH:39]=[CH:38][CH:37]=[C:36]([Cl:40])[C:35]=1[N:41]=[C:42]=[O:43].C(N(CC)CC)C.O, predict the reaction product. The product is: [Cl:33][C:34]1[CH:39]=[CH:38][CH:37]=[C:36]([Cl:40])[C:35]=1[NH:41][C:42]([NH:10][C:8]1[N:7]([C:11]2[C:16]([C:17]3[CH:22]=[CH:21][CH:20]=[CH:19][CH:18]=3)=[C:15]([C:23]3[CH:28]=[CH:27][CH:26]=[CH:25][CH:24]=3)[N:14]=[C:13]([C:29]([F:30])([F:32])[F:31])[N:12]=2)[N:6]=[C:5]([C:1]([CH3:4])([CH3:2])[CH3:3])[CH:9]=1)=[O:43]. (6) The product is: [C:26]([C:25]1[CH:24]=[C:23]2[C:22](=[CH:21][CH:20]=1)[C:32](=[O:31])[N:1]([C:2]1[CH:3]=[C:4]([C:8]3[O:9][C:10]4[C:16]([C:17]([OH:19])=[O:18])=[CH:15][CH:14]=[CH:13][C:11]=4[N:12]=3)[CH:5]=[CH:6][CH:7]=1)[C:29]2=[O:30])([OH:28])=[O:27]. Given the reactants [NH2:1][C:2]1[CH:3]=[C:4]([C:8]2[O:9][C:10]3[C:16]([C:17]([OH:19])=[O:18])=[CH:15][CH:14]=[CH:13][C:11]=3[N:12]=2)[CH:5]=[CH:6][CH:7]=1.[CH:20]1[C:25]([C:26]([OH:28])=[O:27])=[CH:24][C:23]2[C:29]([O:31][C:32](=O)[C:22]=2[CH:21]=1)=[O:30], predict the reaction product. (7) Given the reactants [Cl:1][C:2]1[CH:9]=[CH:8][C:5]([CH:6]=O)=[CH:4][CH:3]=1.[CH3:10][C:11]1([CH3:19])[O:18][C:16](=[O:17])[CH2:15][C:13](=[O:14])[O:12]1.N1CCCC1C(O)=O.[F:28][C:29]1[C:37]([CH2:38][S:39][CH3:40])=[C:36]2[C:32]([CH:33]=[CH:34][NH:35]2)=[CH:31][CH:30]=1, predict the reaction product. The product is: [Cl:1][C:2]1[CH:9]=[CH:8][C:5]([CH:6]([C:33]2[C:32]3[C:36](=[C:37]([CH2:38][S:39][CH3:40])[C:29]([F:28])=[CH:30][CH:31]=3)[NH:35][CH:34]=2)[CH:15]2[C:16](=[O:17])[O:18][C:11]([CH3:19])([CH3:10])[O:12][C:13]2=[O:14])=[CH:4][CH:3]=1. (8) The product is: [F:24][C:19]1[CH:18]=[C:17]([CH:22]=[CH:21][C:20]=1[CH3:23])[CH2:15][C:14]1[C:9](=[O:8])[NH:10][C:11]([CH3:26])=[CH:12][C:13]=1[CH3:25]. Given the reactants C([O:8][C:9]1[C:14]([CH:15]([C:17]2[CH:22]=[CH:21][C:20]([CH3:23])=[C:19]([F:24])[CH:18]=2)O)=[C:13]([CH3:25])[CH:12]=[C:11]([CH3:26])[N:10]=1)C1C=CC=CC=1, predict the reaction product. (9) Given the reactants O[C:2]1[C:11]2[C:6](=[C:7]([F:13])[CH:8]=[C:9]([F:12])[CH:10]=2)[N:5]=[CH:4][CH:3]=1.O=P(Cl)(Cl)[Cl:16], predict the reaction product. The product is: [Cl:16][C:2]1[C:11]2[C:6](=[C:7]([F:13])[CH:8]=[C:9]([F:12])[CH:10]=2)[N:5]=[CH:4][CH:3]=1.